From a dataset of Forward reaction prediction with 1.9M reactions from USPTO patents (1976-2016). Predict the product of the given reaction. (1) Given the reactants [I:1][C:2]1[C:3]([CH3:14])=[C:4]([CH:8]=[C:9]([N+:11]([O-:13])=[O:12])[CH:10]=1)[C:5]([OH:7])=[O:6].S(=O)(=O)(O)O.S([O-])([O-])=O.[Na+].[Na+].N.[CH3:27]O, predict the reaction product. The product is: [I:1][C:2]1[C:3]([CH3:14])=[C:4]([CH:8]=[C:9]([N+:11]([O-:13])=[O:12])[CH:10]=1)[C:5]([O:7][CH3:27])=[O:6]. (2) Given the reactants Br[C:2]1[C:3](=[O:24])[N:4]([C:17]2[CH:22]=[CH:21][C:20]([F:23])=[CH:19][CH:18]=2)[N:5]([CH3:16])[C:6]=1[CH2:7][CH2:8][C:9]1[CH:14]=[CH:13][C:12]([F:15])=[CH:11][CH:10]=1.[CH:25]1(B(O)O)[CH2:27][CH2:26]1.P([O-])([O-])([O-])=O.[K+].[K+].[K+].C1(P(C2CCCCC2)C2CCCCC2)CCCCC1, predict the reaction product. The product is: [CH:25]1([C:2]2[C:3](=[O:24])[N:4]([C:17]3[CH:22]=[CH:21][C:20]([F:23])=[CH:19][CH:18]=3)[N:5]([CH3:16])[C:6]=2[CH2:7][CH2:8][C:9]2[CH:14]=[CH:13][C:12]([F:15])=[CH:11][CH:10]=2)[CH2:27][CH2:26]1. (3) Given the reactants [Cl:1][C:2]1[CH:7]=[CH:6][CH:5]=[C:4]([Cl:8])[C:3]=1[C:9]([C:12]1[N:13]([C:21]2[CH:26]=[CH:25][C:24]([C:27]3[CH:32]=[C:31]([S:33]([CH3:36])(=[O:35])=[O:34])[C:30]([CH2:37][OH:38])=[C:29]([F:39])[CH:28]=3)=[CH:23][C:22]=2[F:40])[CH:14]=[C:15]([C:17]([OH:20])([CH3:19])[CH3:18])[N:16]=1)([CH3:11])[CH3:10].C(N(C(C)C)[P:45]([O:51][C:52]([CH3:55])([CH3:54])[CH3:53])[O:46][C:47]([CH3:50])([CH3:49])[CH3:48])(C)C.N1C=NN=N1.[OH:64]O, predict the reaction product. The product is: [P:45]([O:38][CH2:37][C:30]1[C:31]([S:33]([CH3:36])(=[O:34])=[O:35])=[CH:32][C:27]([C:24]2[CH:25]=[CH:26][C:21]([N:13]3[CH:14]=[C:15]([C:17]([OH:20])([CH3:18])[CH3:19])[N:16]=[C:12]3[C:9]([C:3]3[C:4]([Cl:8])=[CH:5][CH:6]=[CH:7][C:2]=3[Cl:1])([CH3:10])[CH3:11])=[C:22]([F:40])[CH:23]=2)=[CH:28][C:29]=1[F:39])([O:46][C:47]([CH3:48])([CH3:49])[CH3:50])([O:51][C:52]([CH3:53])([CH3:54])[CH3:55])=[O:64].